From a dataset of Catalyst prediction with 721,799 reactions and 888 catalyst types from USPTO. Predict which catalyst facilitates the given reaction. (1) Reactant: [NH2:1][C:2]1[N:6]([CH2:7][CH:8]([OH:15])[C:9]2[CH:14]=[CH:13][CH:12]=[CH:11][CH:10]=2)[N:5]=[CH:4][C:3]=1[C:16]([OH:18])=O.[CH:19]([NH2:21])=O. Product: [OH:15][CH:8]([C:9]1[CH:10]=[CH:11][CH:12]=[CH:13][CH:14]=1)[CH2:7][N:6]1[C:2]2[N:1]=[CH:19][NH:21][C:16](=[O:18])[C:3]=2[CH:4]=[N:5]1. The catalyst class is: 6. (2) The catalyst class is: 15. Reactant: [N:1]1[C:14]2[CH:13]=[CH:12][C:11]3[C:6](=[CH:7][CH:8]=[CH:9][CH:10]=3)[C:5]=2[CH:4]=[CH:3][CH:2]=1.[O:15]=I(OI(=O)=O)=O.[OH2:22]. Product: [N:1]1[C:14]2[C:5](=[C:6]3[C:11](=[CH:12][CH:13]=2)[CH:10]=[CH:9][C:8](=[O:22])[C:7]3=[O:15])[CH:4]=[CH:3][CH:2]=1. (3) The catalyst class is: 1. Product: [Cl:24][C:25]1[N:30]=[C:29]([CH2:31][C:6]([C:5]2[CH:11]=[CH:12][CH:13]=[C:3]([O:2][CH3:1])[CH:4]=2)=[O:8])[CH:28]=[CH:27][N:26]=1. Reactant: [CH3:1][O:2][C:3]1[CH:4]=[C:5]([CH:11]=[CH:12][CH:13]=1)[C:6]([O:8]CC)=O.[Li+].C[Si]([N-][Si](C)(C)C)(C)C.[Cl:24][C:25]1[N:30]=[C:29]([CH3:31])[CH:28]=[CH:27][N:26]=1.